From a dataset of Full USPTO retrosynthesis dataset with 1.9M reactions from patents (1976-2016). Predict the reactants needed to synthesize the given product. (1) Given the product [Si:16]([O:17][C@@H:18]1[CH2:24][CH2:23][C@H:22]([OH:21])[C@@H:20]([C:6]2[N:2]([CH3:1])[N:3]=[CH:4][CH:5]=2)[CH2:19]1)([C:12]([CH3:15])([CH3:14])[CH3:13])([CH3:26])[CH3:25], predict the reactants needed to synthesize it. The reactants are: [CH3:1][N:2]1[CH:6]=[CH:5][CH:4]=[N:3]1.C([Li])CCC.[C:12]([Si:16]([CH3:26])([CH3:25])[O:17][C@@H:18]1[CH2:24][CH2:23][C@H:22]2[C@H:20]([O:21]2)[CH2:19]1)([CH3:15])([CH3:14])[CH3:13]. (2) Given the product [OH:24][CH2:2][CH2:3][N:4]1[C:12]([C:13]2[CH:18]=[CH:17][CH:16]=[CH:15][CH:14]=2)=[C:11]2[C:6]([N:7]([CH3:22])[C:8](=[O:21])[N:9]([CH3:20])[C:10]2=[O:19])=[CH:5]1, predict the reactants needed to synthesize it. The reactants are: N[CH2:2][CH2:3][N:4]1[C:12]([C:13]2[CH:18]=[CH:17][CH:16]=[CH:15][CH:14]=2)=[C:11]2[C:6]([N:7]([CH3:22])[C:8](=[O:21])[N:9]([CH3:20])[C:10]2=[O:19])=[CH:5]1.C(CN)[OH:24].C(Cl)Cl.O. (3) Given the product [Cl:1][C:2]1[CH:3]=[C:4]([NH:8][C:9]2[N:14]=[C:13]([NH:15][CH2:16][C@@H:17]3[CH2:21][CH2:20][CH2:19][N:18]3[CH3:22])[CH:12]=[CH:11][N:10]=2)[CH:5]=[CH:6][CH:7]=1, predict the reactants needed to synthesize it. The reactants are: [Cl:1][C:2]1[CH:3]=[C:4]([NH:8][C:9]2[N:14]=[C:13]([NH:15][CH2:16][C@@H:17]3[CH2:21][CH2:20][CH2:19][N:18]3[C:22](OC(C)(C)C)=O)[CH:12]=[CH:11][N:10]=2)[CH:5]=[CH:6][CH:7]=1.[H-].[Al+3].[Li+].[H-].[H-].[H-]. (4) Given the product [C:1]([O:7][CH2:8][N:9]1[C:13]2[N:14]=[N:15][CH:16]=[C:17]([C:18]3[CH:19]=[N:20][N:21]([C:25]4([CH2:27][C:28]#[N:29])[CH2:26][O:23][CH2:24]4)[CH:22]=3)[C:12]=2[CH:11]=[CH:10]1)(=[O:6])[C:2]([CH3:5])([CH3:4])[CH3:3], predict the reactants needed to synthesize it. The reactants are: [C:1]([O:7][CH2:8][N:9]1[C:13]2[N:14]=[N:15][CH:16]=[C:17]([C:18]3[CH:19]=[N:20][NH:21][CH:22]=3)[C:12]=2[CH:11]=[CH:10]1)(=[O:6])[C:2]([CH3:5])([CH3:4])[CH3:3].[O:23]1[CH2:26][C:25](=[CH:27][C:28]#[N:29])[CH2:24]1.C1CCN2C(=NCCC2)CC1. (5) The reactants are: [C:1]1(=[O:9])[O:8][C:6](=[O:7])[CH2:5][CH2:4][CH2:3][CH2:2]1.C(O)(=O)CCCCC(O)=O. Given the product [C:6]1(=[O:7])[O:8][C:1](=[O:9])[CH2:2][CH2:3][CH2:4][CH2:5]1, predict the reactants needed to synthesize it. (6) Given the product [NH2:1][C:2]1[C:11]2[N:12]=[C:13]([CH2:26][O:27][CH2:28][CH3:29])[N:14]([CH2:15][C:16]([NH:19][C:20]([NH:22][CH:23]([CH3:24])[CH3:25])=[O:21])([CH3:17])[CH3:18])[C:10]=2[C:9]2[CH:8]=[CH:7][C:6]([OH:30])=[CH:5][C:4]=2[N:3]=1, predict the reactants needed to synthesize it. The reactants are: [NH2:1][C:2]1[C:11]2[N:12]=[C:13]([CH2:26][O:27][CH2:28][CH3:29])[N:14]([CH2:15][C:16]([NH:19][C:20]([NH:22][CH:23]([CH3:25])[CH3:24])=[O:21])([CH3:18])[CH3:17])[C:10]=2[C:9]2[CH:8]=[CH:7][C:6]([O:30]CC3C=CC=CC=3)=[CH:5][C:4]=2[N:3]=1.[H][H]. (7) Given the product [CH3:39][C:40]1[N:26]2[C:21]3[CH:20]=[C:19]([C:30]4[CH:31]=[CH:32][CH:33]=[CH:34][CH:35]=4)[C:18]([C:15]4[CH:14]=[CH:13][C:12]([C:8]5([NH:7][C:6](=[O:36])[O:5][C:1]([CH3:4])([CH3:2])[CH3:3])[CH2:11][CH2:10][CH2:9]5)=[CH:17][CH:16]=4)=[N:29][C:22]=3[O:23][CH2:24][C:25]2=[N:27][N:28]=1, predict the reactants needed to synthesize it. The reactants are: [C:1]([O:5][C:6](=[O:36])[NH:7][C:8]1([C:12]2[CH:17]=[CH:16][C:15]([C:18]3[C:19]([C:30]4[CH:35]=[CH:34][CH:33]=[CH:32][CH:31]=4)=[CH:20][C:21]4[NH:26]/[C:25](=[N:27]/[NH2:28])/[CH2:24][O:23][C:22]=4[N:29]=3)=[CH:14][CH:13]=2)[CH2:11][CH2:10][CH2:9]1)([CH3:4])([CH3:3])[CH3:2].CO[C:39](OC)(OC)[CH3:40]. (8) Given the product [CH3:5][C:6]1[N:11]=[C:10]([C:12]2[N:16]=[C:15]3[N:17]([C:18](=[O:20])[CH3:19])[CH2:3][CH2:2][N:14]3[C:13]=2[C:21]2[CH:22]=[C:23]3[C:28](=[CH:29][CH:30]=2)[N:27]=[CH:26][CH:25]=[N:24]3)[CH:9]=[CH:8][CH:7]=1, predict the reactants needed to synthesize it. The reactants are: Br[CH2:2][CH2:3]Br.[CH3:5][C:6]1[N:11]=[C:10]([C:12]2[NH:16][C:15]([NH:17][C:18](=[O:20])[CH3:19])=[N:14][C:13]=2[C:21]2[CH:22]=[C:23]3[C:28](=[CH:29][CH:30]=2)[N:27]=[CH:26][CH:25]=[N:24]3)[CH:9]=[CH:8][CH:7]=1.C([O-])([O-])=O.[K+].[K+]. (9) Given the product [F:16][C:17]1[CH:22]=[C:21]([O:23][CH3:24])[CH:20]=[CH:19][C:18]=1[C:2]1[N:3]=[CH:4][C:5]([C:6]([O:8][CH3:9])=[O:7])=[C:10]([C:12]([F:15])([F:14])[F:13])[CH:11]=1, predict the reactants needed to synthesize it. The reactants are: Cl[C:2]1[CH:11]=[C:10]([C:12]([F:15])([F:14])[F:13])[C:5]([C:6]([O:8][CH3:9])=[O:7])=[CH:4][N:3]=1.[F:16][C:17]1[CH:22]=[C:21]([O:23][CH3:24])[CH:20]=[CH:19][C:18]=1B(O)O.C(=O)([O-])[O-].[Cs+].[Cs+]. (10) Given the product [NH2:26][C:23]1[S:22][C:21]([C:19]([NH:18][C:13]2[CH:14]=[CH:15][CH:16]=[CH:17][C:12]=2/[CH:11]=[CH:10]/[C:3]2[C:4]3[C:9](=[CH:8][CH:7]=[CH:6][CH:5]=3)[NH:1][N:2]=2)=[O:20])=[CH:25][CH:24]=1, predict the reactants needed to synthesize it. The reactants are: [NH:1]1[C:9]2[C:4](=[CH:5][CH:6]=[CH:7][CH:8]=2)[C:3](/[CH:10]=[CH:11]/[C:12]2[CH:17]=[CH:16][CH:15]=[CH:14][C:13]=2[NH:18][C:19]([C:21]2[S:22][C:23]([N+:26]([O-])=O)=[CH:24][CH:25]=2)=[O:20])=[N:2]1.[Cl-].[NH4+].C(O)C.